From a dataset of Full USPTO retrosynthesis dataset with 1.9M reactions from patents (1976-2016). Predict the reactants needed to synthesize the given product. (1) The reactants are: [Cl:1][C:2]1[CH:24]=[CH:23][C:5]([C:6]([C:8]2[CH:9]=[C:10]3[C:15](=[CH:16][CH:17]=2)[N:14]([CH3:18])[C:13](=[O:19])[CH:12]=[C:11]3[C:20]([NH2:22])=O)=[O:7])=[CH:4][CH:3]=1. Given the product [Cl:1][C:2]1[CH:3]=[CH:4][C:5]([C:6]([C:8]2[CH:9]=[C:10]3[C:15](=[CH:16][CH:17]=2)[N:14]([CH3:18])[C:13](=[O:19])[CH:12]=[C:11]3[C:20]#[N:22])=[O:7])=[CH:23][CH:24]=1, predict the reactants needed to synthesize it. (2) The reactants are: [CH:1]1([C:4]2[C:14]3[O:13][CH2:12][CH2:11][N:10](C(OC(C)(C)C)=O)[CH2:9][C:8]=3[C:7]([F:22])=[CH:6][CH:5]=2)[CH2:3][CH2:2]1.C(OCC)(=O)C.[ClH:29]. Given the product [ClH:29].[CH:1]1([C:4]2[C:14]3[O:13][CH2:12][CH2:11][NH:10][CH2:9][C:8]=3[C:7]([F:22])=[CH:6][CH:5]=2)[CH2:3][CH2:2]1, predict the reactants needed to synthesize it. (3) The reactants are: [Br:1][C:2]1[CH:3]=[N:4][N:5]2[C:10](Cl)=[C:9]([CH:12]([CH2:18][CH2:19][CH3:20])[C:13]([O:15][CH2:16][CH3:17])=[O:14])[C:8]([CH3:21])=[N:7][C:6]=12.[C:22]1([CH3:30])[CH:27]=[CH:26][C:25]([Mg]Br)=[CH:24][CH:23]=1.[Cl-].[NH4+].O. Given the product [Br:1][C:2]1[CH:3]=[N:4][N:5]2[C:10]([C:25]3[CH:26]=[CH:27][C:22]([CH3:30])=[CH:23][CH:24]=3)=[C:9]([CH:12]([CH2:18][CH2:19][CH3:20])[C:13]([O:15][CH2:16][CH3:17])=[O:14])[C:8]([CH3:21])=[N:7][C:6]=12, predict the reactants needed to synthesize it. (4) Given the product [N+:20]([C:15]1[CH:16]=[CH:17][CH:18]=[CH:19][C:14]=1[C:6]1[C:5]([C:3]([OH:2])=[O:4])=[CH:10][C:9]([C:11]2[S:13][CH:24]=[C:25]([C:27]3[CH:32]=[CH:31][C:30]([CH3:33])=[CH:29][CH:28]=3)[N:12]=2)=[CH:8][CH:7]=1)([O-:22])=[O:21], predict the reactants needed to synthesize it. The reactants are: C[O:2][C:3]([C:5]1[C:6]([C:14]2[CH:19]=[CH:18][CH:17]=[CH:16][C:15]=2[N+:20]([O-:22])=[O:21])=[CH:7][CH:8]=[C:9]([C:11](=[S:13])[NH2:12])[CH:10]=1)=[O:4].Br[CH2:24][C:25]([C:27]1[CH:32]=[CH:31][C:30]([CH3:33])=[CH:29][CH:28]=1)=O. (5) Given the product [CH2:31]([NH:33][C:34]([N:13]1[CH2:14][CH2:15][C@@H:10]([CH2:9][O:8][C:7]2[CH:6]=[CH:5][C:4]([CH:2]([CH3:3])[CH3:1])=[CH:23][CH:22]=2)[C@H:11]([NH:16][S:17]([CH2:20][CH3:21])(=[O:18])=[O:19])[CH2:12]1)=[O:35])[CH3:32], predict the reactants needed to synthesize it. The reactants are: [CH3:1][CH:2]([C:4]1[CH:23]=[CH:22][C:7]([O:8][CH2:9][C@@H:10]2[CH2:15][CH2:14][NH:13][CH2:12][C@H:11]2[NH:16][S:17]([CH2:20][CH3:21])(=[O:19])=[O:18])=[CH:6][CH:5]=1)[CH3:3].C(N(CC)CC)C.[CH2:31]([N:33]=[C:34]=[O:35])[CH3:32].C(=O)([O-])O.[Na+].